Dataset: Full USPTO retrosynthesis dataset with 1.9M reactions from patents (1976-2016). Task: Predict the reactants needed to synthesize the given product. (1) Given the product [OH:14][C:15]1[CH:16]=[C:17]([NH:18][S:10]([C:3]2[CH:4]=[CH:5][C:6]([F:9])=[C:7]([F:8])[C:2]=2[F:1])(=[O:12])=[O:11])[CH:19]=[CH:20][C:21]=1[O:22][CH3:23], predict the reactants needed to synthesize it. The reactants are: [F:1][C:2]1[C:7]([F:8])=[C:6]([F:9])[CH:5]=[CH:4][C:3]=1[S:10](Cl)(=[O:12])=[O:11].[OH:14][C:15]1[CH:16]=[C:17]([CH:19]=[CH:20][C:21]=1[O:22][CH3:23])[NH2:18]. (2) Given the product [I:1][C:2]1[N:3]=[CH:4][C:5]([CH2:6][OH:7])=[CH:11][CH:12]=1, predict the reactants needed to synthesize it. The reactants are: [I:1][C:2]1[CH:12]=[CH:11][C:5]([C:6](OCC)=[O:7])=[CH:4][N:3]=1.[BH4-].[Na+].O. (3) Given the product [CH3:44][O:43][C:41]([N:26]1[CH2:25][CH2:24][C:23]2[C:28](=[CH:29][CH:30]=[C:21]([C:19](=[O:20])[NH:18][C:15]3[NH:14][C:13]4[CH:12]=[CH:11][CH:10]=[C:9]([C:7](=[O:8])[NH:6][C:2]5[NH:1][CH:5]=[CH:4][N:3]=5)[C:17]=4[N:16]=3)[CH:22]=2)[CH2:27]1)=[O:42], predict the reactants needed to synthesize it. The reactants are: [NH:1]1[CH:5]=[CH:4][N:3]=[C:2]1[NH:6][C:7]([C:9]1[C:17]2[N:16]=[C:15]([NH:18][C:19]([C:21]3[CH:22]=[C:23]4[C:28](=[CH:29][CH:30]=3)[CH2:27][NH:26][CH2:25][CH2:24]4)=[O:20])[NH:14][C:13]=2[CH:12]=[CH:11][CH:10]=1)=[O:8].CCN(C(C)C)C(C)C.Cl[C:41]([O:43][CH3:44])=[O:42].[Li+].[OH-]. (4) Given the product [Cl:1][C:2]1[CH:7]=[C:6]([Cl:8])[CH:5]=[CH:4][C:3]=1[N:9]1[C:13]2=[N:14][C:15]([CH3:30])=[CH:16][C:17]([N:18]3[CH2:23][CH2:22][CH:21]([OH:24])[CH:20]([C:25]([O:27][CH2:28][CH3:29])=[O:26])[CH2:19]3)=[C:12]2[C:11]([CH3:31])=[C:10]1[CH3:32], predict the reactants needed to synthesize it. The reactants are: [Cl:1][C:2]1[CH:7]=[C:6]([Cl:8])[CH:5]=[CH:4][C:3]=1[N:9]1[C:13]2=[N:14][C:15]([CH3:30])=[CH:16][C:17]([N:18]3[CH2:23][CH2:22][C:21](=[O:24])[CH:20]([C:25]([O:27][CH2:28][CH3:29])=[O:26])[CH2:19]3)=[C:12]2[C:11]([CH3:31])=[C:10]1[CH3:32].[BH4-].[Na+].[Cl-].[NH4+]. (5) Given the product [ClH:1].[CH2:19]([NH:22][C:2]1[N:11]=[C:10]([NH:12][CH:13]([CH3:15])[CH3:14])[C:9]2[C:4](=[CH:5][CH:6]=[C:7]([N+:16]([O-:18])=[O:17])[CH:8]=2)[N:3]=1)[CH:20]=[CH2:21], predict the reactants needed to synthesize it. The reactants are: [Cl:1][C:2]1[N:11]=[C:10]([NH:12][CH:13]([CH3:15])[CH3:14])[C:9]2[C:4](=[CH:5][CH:6]=[C:7]([N+:16]([O-:18])=[O:17])[CH:8]=2)[N:3]=1.[CH2:19]([NH2:22])[CH:20]=[CH2:21]. (6) Given the product [CH3:24][O:25][C:26](=[O:37])[CH:27]([C:28]1[CH:33]=[CH:32][C:31]([C:34]#[N:35])=[CH:30][CH:29]=1)[N:18]1[CH2:17][CH2:16][N:15]([C:12]2[CH:13]=[CH:14][C:9]([NH:8][C:6](=[O:7])[CH:5]([CH2:3][CH3:4])[CH2:22][CH3:23])=[CH:10][C:11]=2[F:21])[CH2:20][CH2:19]1, predict the reactants needed to synthesize it. The reactants are: Cl.Cl.[CH2:3]([CH:5]([CH2:22][CH3:23])[C:6]([NH:8][C:9]1[CH:14]=[CH:13][C:12]([N:15]2[CH2:20][CH2:19][NH:18][CH2:17][CH2:16]2)=[C:11]([F:21])[CH:10]=1)=[O:7])[CH3:4].[CH3:24][O:25][C:26](=[O:37])[CH:27](Br)[C:28]1[CH:33]=[CH:32][C:31]([C:34]#[N:35])=[CH:30][CH:29]=1.C([O-])([O-])=O.[K+].[K+]. (7) Given the product [CH2:15]([N:11]1[C:10]2[C:9](=[O:12])[N:7]([CH3:8])[C:6](=[O:13])[N:5]([CH3:14])[C:4]=2[N:3]=[C:2]1[Cl:1])[C:16]1[CH:21]=[CH:20][CH:19]=[CH:18][CH:17]=1, predict the reactants needed to synthesize it. The reactants are: [Cl:1][C:2]1[NH:11][C:10]2[C:9](=[O:12])[N:7]([CH3:8])[C:6](=[O:13])[N:5]([CH3:14])[C:4]=2[N:3]=1.[CH2:15](Br)[C:16]1[CH:21]=[CH:20][CH:19]=[CH:18][CH:17]=1.